From a dataset of Reaction yield outcomes from USPTO patents with 853,638 reactions. Predict the reaction yield, written as a fraction of the theoretical maximum amount of product (1.0 means a 100% yield; for example, 0.34 means a 34% yield). (1) The reactants are C[O:2][C:3]1[CH:8]=[CH:7][C:6]([C:9]2[CH:10]=[C:11]([C:17]#[N:18])[C:12](=[O:16])[NH:13][C:14]=2[CH3:15])=[CH:5][CH:4]=1.B(Br)(Br)Br.[Cl-].[NH4+]. The catalyst is ClCCl. The product is [OH:2][C:3]1[CH:4]=[CH:5][C:6]([C:9]2[CH:10]=[C:11]([C:17]#[N:18])[C:12](=[O:16])[NH:13][C:14]=2[CH3:15])=[CH:7][CH:8]=1. The yield is 0.460. (2) The reactants are [F:1][C:2]1[CH:10]=[C:9]([O:11][CH3:12])[CH:8]=[C:7]([F:13])[C:3]=1[C:4]([OH:6])=O.CN(C(ON1N=NC2C=CC=NC1=2)=[N+](C)C)C.F[P-](F)(F)(F)(F)F.CCN(CC)CC.[NH2:45][C:46]1[CH:62]=[CH:61][C:49]([O:50][CH2:51][CH2:52][NH:53]C(=O)OC(C)(C)C)=[C:48]([C:63]2[N:67]([CH3:68])[N:66]=[CH:65][CH:64]=2)[CH:47]=1.[C:69]([OH:75])([C:71]([F:74])([F:73])[F:72])=[O:70]. The catalyst is C(Cl)Cl. The product is [F:72][C:71]([F:74])([F:73])[C:69]([OH:75])=[O:70].[NH2:53][CH2:52][CH2:51][O:50][C:49]1[CH:61]=[CH:62][C:46]([NH:45][C:4](=[O:6])[C:3]2[C:7]([F:13])=[CH:8][C:9]([O:11][CH3:12])=[CH:10][C:2]=2[F:1])=[CH:47][C:48]=1[C:63]1[N:67]([CH3:68])[N:66]=[CH:65][CH:64]=1. The yield is 0.340. (3) The reactants are [Cl:1][C:2]1[CH:7]=[CH:6][C:5]([C:8]2[CH2:12][C:11]([C:17]3[CH:22]=[C:21]([CH3:23])[C:20]([NH:24][C:25](=[O:35])[C:26]4[CH:31]=[CH:30][CH:29]=[C:28]([N+:32]([O-])=O)[CH:27]=4)=[C:19]([CH3:36])[CH:18]=3)([C:13]([F:16])([F:15])[F:14])[O:10][N:9]=2)=[CH:4][CH:3]=1.[Sn](Cl)Cl.Cl. The catalyst is CC(O)C.O.ClCCl. The product is [Cl:1][C:2]1[CH:7]=[CH:6][C:5]([C:8]2[CH2:12][C:11]([C:17]3[CH:22]=[C:21]([CH3:23])[C:20]([NH:24][C:25](=[O:35])[C:26]4[CH:31]=[CH:30][CH:29]=[C:28]([NH2:32])[CH:27]=4)=[C:19]([CH3:36])[CH:18]=3)([C:13]([F:14])([F:15])[F:16])[O:10][N:9]=2)=[CH:4][CH:3]=1. The yield is 0.860.